From a dataset of Full USPTO retrosynthesis dataset with 1.9M reactions from patents (1976-2016). Predict the reactants needed to synthesize the given product. (1) Given the product [F:17][C:15]1[CH:14]=[C:4]([CH:3]=[C:2]([B:18]2[O:22][C:21]([CH3:24])([CH3:23])[C:20]([CH3:26])([CH3:25])[O:19]2)[CH:16]=1)[CH2:5][NH:6][C:7](=[O:13])[O:8][C:9]([CH3:12])([CH3:11])[CH3:10], predict the reactants needed to synthesize it. The reactants are: Br[C:2]1[CH:3]=[C:4]([CH:14]=[C:15]([F:17])[CH:16]=1)[CH2:5][NH:6][C:7](=[O:13])[O:8][C:9]([CH3:12])([CH3:11])[CH3:10].[B:18]1([B:18]2[O:22][C:21]([CH3:24])([CH3:23])[C:20]([CH3:26])([CH3:25])[O:19]2)[O:22][C:21]([CH3:24])([CH3:23])[C:20]([CH3:26])([CH3:25])[O:19]1.C([O-])(=O)C.[K+].C(Cl)Cl. (2) Given the product [NH2:1][C:2]([C:4]1[CH:5]=[N:6][C:7]2[C:12]([C:13]=1[NH:14][C:15]1[CH:16]=[C:17]([CH:23]=[CH:24][CH:25]=1)[C:18]([OH:20])=[O:19])=[CH:11][CH:10]=[C:9]([C:26]1[CH:27]=[N:28][C:29]3[C:34]([CH:35]=1)=[CH:33][CH:32]=[CH:31][CH:30]=3)[CH:8]=2)=[O:3], predict the reactants needed to synthesize it. The reactants are: [NH2:1][C:2]([C:4]1[CH:5]=[N:6][C:7]2[C:12]([C:13]=1[NH:14][C:15]1[CH:16]=[C:17]([CH:23]=[CH:24][CH:25]=1)[C:18]([O:20]CC)=[O:19])=[CH:11][CH:10]=[C:9]([C:26]1[CH:27]=[N:28][C:29]3[C:34]([CH:35]=1)=[CH:33][CH:32]=[CH:31][CH:30]=3)[CH:8]=2)=[O:3].[OH-].[Na+]. (3) The reactants are: [CH2:1]([O:3][C:4]1[CH:9]=[CH:8][C:7]([C:10]2[CH:11]=[C:12]3[C:16](=[CH:17][CH:18]=2)[C:15](=[O:19])[O:14][CH2:13]3)=[C:6]([OH:20])[C:5]=1[O:21][CH3:22])[CH3:2].C(=O)([O-])[O-].[K+].[K+].[CH2:29](I)[CH3:30]. Given the product [CH2:29]([O:20][C:6]1[C:5]([O:21][CH3:22])=[C:4]([O:3][CH2:1][CH3:2])[CH:9]=[CH:8][C:7]=1[C:10]1[CH:11]=[C:12]2[C:16](=[CH:17][CH:18]=1)[C:15](=[O:19])[O:14][CH2:13]2)[CH3:30], predict the reactants needed to synthesize it. (4) Given the product [F:8][C:6]1[CH:5]=[C:4]([C:9]2[C:13]([CH:14]=[C:15]3[S:19][C:18](=[O:20])[N:17]([CH3:28])[C:16]3=[O:21])=[CH:12][N:11]([C:22]3[CH:23]=[CH:24][CH:25]=[CH:26][CH:27]=3)[N:10]=2)[CH:3]=[C:2]([F:1])[CH:7]=1, predict the reactants needed to synthesize it. The reactants are: [F:1][C:2]1[CH:3]=[C:4]([C:9]2[C:13]([CH:14]=[C:15]3[S:19][C:18](=[O:20])[NH:17][C:16]3=[O:21])=[CH:12][N:11]([C:22]3[CH:27]=[CH:26][CH:25]=[CH:24][CH:23]=3)[N:10]=2)[CH:5]=[C:6]([F:8])[CH:7]=1.[C:28](=O)([O-])[O-].[Na+].[Na+].IC.O. (5) Given the product [CH:20]([S@@:33]([C:34]([OH:36])=[O:35])=[O:17])([C:27]1[CH:28]=[CH:29][CH:30]=[CH:31][CH:32]=1)[C:21]1[CH:26]=[CH:25][CH:24]=[CH:23][CH:22]=1, predict the reactants needed to synthesize it. The reactants are: C1C=CC(C([S+]([O-])CC(N)=[O:17])C2C=CC=CC=2)=CC=1.[CH:20]([S:33][C:34]([OH:36])=[O:35])([C:27]1[CH:32]=[CH:31][CH:30]=[CH:29][CH:28]=1)[C:21]1[CH:26]=[CH:25][CH:24]=[CH:23][CH:22]=1. (6) Given the product [Cl:1][C:2]1[CH:7]=[C:6]([Cl:8])[CH:5]=[CH:4][C:3]=1[C:9]1[C:10]2[N:11]([C:15]([C:20](=[O:22])[CH2:21][CH2:23][CH3:24])=[C:16]([CH2:18][CH3:19])[N:17]=2)[CH:12]=[CH:13][N:14]=1, predict the reactants needed to synthesize it. The reactants are: [Cl:1][C:2]1[CH:7]=[C:6]([Cl:8])[CH:5]=[CH:4][C:3]=1[C:9]1[C:10]2[N:11]([C:15]([CH:20]([OH:22])[CH3:21])=[C:16]([CH2:18][CH3:19])[N:17]=2)[CH:12]=[CH:13][N:14]=1.[CH2:23]([Mg]Cl)[CH2:24]C.C(OCC)C.CO.C(Cl)Cl.